Dataset: Forward reaction prediction with 1.9M reactions from USPTO patents (1976-2016). Task: Predict the product of the given reaction. (1) The product is: [F:22][C:23]1[CH:24]=[C:25]([C:29]2[O:20][N:19]=[C:16]3[CH:15]=[CH:14][C:13]([C:12]4[N:8]([C:3]5[CH:4]=[CH:5][CH:6]=[CH:7][C:2]=5[F:1])[N:9]=[CH:10][CH:11]=4)=[CH:18][C:17]=23)[CH:26]=[CH:27][CH:28]=1. Given the reactants [F:1][C:2]1[CH:7]=[CH:6][CH:5]=[CH:4][C:3]=1[N:8]1[C:12]([C:13]2[CH:18]=[CH:17][C:16]([N+:19]([O-])=[O:20])=[CH:15][CH:14]=2)=[CH:11][CH:10]=[N:9]1.[F:22][C:23]1[CH:24]=[C:25]([CH2:29]C#N)[CH:26]=[CH:27][CH:28]=1, predict the reaction product. (2) Given the reactants [C:1]([C:4]1[CH:9]=[CH:8][C:7]([N:10]2[CH2:15][C@@H:14]3[CH2:16][C@H:11]2[CH2:12][N:13]3[C:17]([O:19][C:20]([CH3:23])([CH3:22])[CH3:21])=[O:18])=[CH:6][C:5]=1[Cl:24])(=[O:3])[CH3:2].C(O[CH:30](N(C)C)[N:31]([CH3:33])[CH3:32])(C)(C)C, predict the reaction product. The product is: [CH3:30][N:31]([CH3:33])/[CH:32]=[CH:2]/[C:1]([C:4]1[CH:9]=[CH:8][C:7]([N:10]2[CH2:15][C@@H:14]3[CH2:16][C@H:11]2[CH2:12][N:13]3[C:17]([O:19][C:20]([CH3:23])([CH3:22])[CH3:21])=[O:18])=[CH:6][C:5]=1[Cl:24])=[O:3]. (3) Given the reactants [CH2:1]([OH:21])[CH2:2][CH:3]([CH2:5][CH2:6][CH2:7][CH:8]([CH2:10][CH2:11][CH2:12][CH:13]([CH2:15][CH2:16][CH2:17][CH:18]([CH3:20])[CH3:19])[CH3:14])[CH3:9])[CH3:4].C(N(CC)CC)C.[CH3:29][S:30](Cl)(=[O:32])=[O:31], predict the reaction product. The product is: [S:30]([O:21][CH2:1][CH2:2][CH:3]([CH2:5][CH2:6][CH2:7][CH:8]([CH2:10][CH2:11][CH2:12][CH:13]([CH2:15][CH2:16][CH2:17][CH:18]([CH3:20])[CH3:19])[CH3:14])[CH3:9])[CH3:4])(=[O:32])(=[O:31])[CH3:29]. (4) Given the reactants O[CH2:2][CH2:3][N:4]([CH:38]([CH3:40])[CH3:39])[C:5]([C:7]1[C:12]([O:13][CH2:14][C:15]2[CH:20]=[CH:19][CH:18]=[CH:17][CH:16]=2)=[C:11]([OH:21])[N:10]=[C:9]([CH2:22][C:23]2(C3C=CC4C(=CC=CC=4)C=3)[CH2:27][CH2:26][CH2:25][CH2:24]2)[N:8]=1)=[O:6].C(OC1C(=O)N=C(C[C:57]2([C:62]3[CH:67]=[C:66](Cl)[CH:65]=[CH:64][C:63]=3Cl)[CH2:61][CH2:60][CH2:59]C2)N2CCN(C(C)C)C(=O)C=12)C1C=CC=CC=1, predict the reaction product. The product is: [CH2:14]([O:13][C:12]1[C:11](=[O:21])[N:10]=[C:9]([CH2:22][C:23]2([C:61]3[CH:60]=[CH:59][C:63]4[C:62](=[CH:67][CH:66]=[CH:65][CH:64]=4)[CH:57]=3)[CH2:27][CH2:26][CH2:25][CH2:24]2)[N:8]2[CH2:2][CH2:3][N:4]([CH:38]([CH3:40])[CH3:39])[C:5](=[O:6])[C:7]=12)[C:15]1[CH:20]=[CH:19][CH:18]=[CH:17][CH:16]=1. (5) Given the reactants [C:1]([O:5][C:6]([N:8]1[CH2:13][CH2:12][N:11]([C:14]2[O:15][C:16]3[C:22](Br)=[CH:21][C:20]([Cl:24])=[CH:19][C:17]=3[N:18]=2)[C@@H:10]([CH3:25])[CH2:9]1)=[O:7])([CH3:4])([CH3:3])[CH3:2].C([Sn](CCCC)(CCCC)[C:31]1[O:32][CH:33]=[CH:34][N:35]=1)CCC.O, predict the reaction product. The product is: [C:1]([O:5][C:6]([N:8]1[CH2:13][CH2:12][N:11]([C:14]2[O:15][C:16]3[C:22]([C:31]4[O:32][CH:33]=[CH:34][N:35]=4)=[CH:21][C:20]([Cl:24])=[CH:19][C:17]=3[N:18]=2)[C@@H:10]([CH3:25])[CH2:9]1)=[O:7])([CH3:4])([CH3:3])[CH3:2].